From a dataset of Human intestinal absorption (HIA) binary classification data from Hou et al.. Regression/Classification. Given a drug SMILES string, predict its absorption, distribution, metabolism, or excretion properties. Task type varies by dataset: regression for continuous measurements (e.g., permeability, clearance, half-life) or binary classification for categorical outcomes (e.g., BBB penetration, CYP inhibition). Dataset: hia_hou. (1) The compound is Cc1cccc(Nc2ccccc2C(=O)O)c1C. The result is 1 (good absorption). (2) The molecule is C#C[C@@]1(O)CC[C@@H]2[C@@H]3CCC4=CC(=O)CC[C@@H]4[C@@H]3C=C[C@@]21CC. The result is 1 (good absorption).